Dataset: Reaction yield outcomes from USPTO patents with 853,638 reactions. Task: Predict the reaction yield, written as a fraction of the theoretical maximum amount of product (1.0 means a 100% yield; for example, 0.34 means a 34% yield). The reactants are [NH:1]([C:16]([O:18][CH2:19][CH:20]1[C:32]2[C:27](=[CH:28][CH:29]=[CH:30][CH:31]=2)[C:26]2[C:21]1=[CH:22][CH:23]=[CH:24][CH:25]=2)=[O:17])[C@H:2]([C:6]([N:8]1[CH2:15][CH2:14][CH2:13][C@H:9]1[C:10]([OH:12])=[O:11])=[O:7])[CH:3]([CH3:5])[CH3:4].[CH3:33][C@@H:34]1[O:39][C@@H:38]([O:40][C@@H:41]2[C:46]3=[C:47]([OH:64])[C:48]4[C:60](=[O:61])[C:59]5[C:54](=[CH:55][CH:56]=[CH:57][C:58]=5[O:62][CH3:63])[C:52](=[O:53])[C:49]=4[C:50]([OH:51])=[C:45]3[CH2:44][C@@:43]([OH:69])([C:65]([CH2:67][OH:68])=[O:66])[CH2:42]2)[CH2:37][C@H:36]([NH2:70])[C@@H:35]1[OH:71].Cl.C(N(C(C)C)CC)(C)C. The catalyst is CS(C)=O.C(OCC)(=O)C. The product is [NH:1]([C:16]([O:18][CH2:19][CH:20]1[C:21]2[C:26](=[CH:25][CH:24]=[CH:23][CH:22]=2)[C:27]2[C:32]1=[CH:31][CH:30]=[CH:29][CH:28]=2)=[O:17])[C@H:2]([C:6]([N:8]1[CH2:15][CH2:14][CH2:13][C@H:9]1[C:10]([OH:12])=[O:11])=[O:7])[CH:3]([CH3:5])[CH3:4].[CH3:33][C@@H:34]1[O:39][C@@H:38]([O:40][C@@H:41]2[C:46]3=[C:47]([OH:64])[C:48]4[C:60](=[O:61])[C:59]5[C:54](=[CH:55][CH:56]=[CH:57][C:58]=5[O:62][CH3:63])[C:52](=[O:53])[C:49]=4[C:50]([OH:51])=[C:45]3[CH2:44][C@@:43]([OH:69])([C:65]([CH2:67][OH:68])=[O:66])[CH2:42]2)[CH2:37][C@H:36]([NH2:70])[C@@H:35]1[OH:71]. The yield is 0.450.